This data is from Catalyst prediction with 721,799 reactions and 888 catalyst types from USPTO. The task is: Predict which catalyst facilitates the given reaction. (1) Reactant: C(O)(C(F)(F)F)=O.[Si:8]([O:15][C@H:16]1[C:20](=[O:21])[N:19](C(OC(C)(C)C)=O)[C@H:18]([C:29]([O:31]C)=[O:30])[CH2:17]1)([C:11]([CH3:14])([CH3:13])[CH3:12])([CH3:10])[CH3:9].[Li+].[OH-]. The catalyst class is: 34. Product: [Si:8]([O:15][C@H:16]1[C:20](=[O:21])[NH:19][C@H:18]([C:29]([OH:31])=[O:30])[CH2:17]1)([C:11]([CH3:14])([CH3:13])[CH3:12])([CH3:10])[CH3:9]. (2) Reactant: [CH3:1][C@H:2]1[CH2:7][NH:6][CH2:5][C@H:4]([CH3:8])[N:3]1[C:9]1[O:10][C:11]2[C:12](=[C:14]([C:18]([O-:20])=[O:19])[CH:15]=[CH:16][CH:17]=2)[N:13]=1.[Li+].C([O-])(O)=O.[Na+].Cl[C:28]([O:30][CH2:31][CH:32]([CH3:34])[CH3:33])=[O:29].Cl. The catalyst class is: 146. Product: [CH2:31]([O:30][C:28]([N:6]1[CH2:5][C@H:4]([CH3:8])[N:3]([C:9]2[O:10][C:11]3[C:12](=[C:14]([C:18]([OH:20])=[O:19])[CH:15]=[CH:16][CH:17]=3)[N:13]=2)[C@@H:2]([CH3:1])[CH2:7]1)=[O:29])[CH:32]([CH3:34])[CH3:33]. (3) Reactant: [Cl:1][C:2]1[CH:7]=[C:6]([C:8]([F:11])([F:10])[F:9])[CH:5]=[CH:4][C:3]=1[C:12]#[C:13][C:14]([OH:16])=O.[CH3:17][CH:18]1[CH2:23][CH2:22][CH2:21][CH:20]([CH3:24])[N:19]1[CH2:25][CH2:26][O:27][C:28]1[CH:33]=[CH:32][C:31]([NH2:34])=[CH:30][C:29]=1[O:35][CH3:36]. Product: [CH3:17][CH:18]1[CH2:23][CH2:22][CH2:21][CH:20]([CH3:24])[N:19]1[CH2:25][CH2:26][O:27][C:28]1[CH:33]=[CH:32][C:31]([NH:34][C:14](=[O:16])[C:13]#[C:12][C:3]2[CH:4]=[CH:5][C:6]([C:8]([F:9])([F:10])[F:11])=[CH:7][C:2]=2[Cl:1])=[CH:30][C:29]=1[O:35][CH3:36]. The catalyst class is: 98. (4) Reactant: [CH3:1][S:2](Cl)(=[O:4])=[O:3].[OH:6][CH:7]([C:29]1[CH:34]=[CH:33][CH:32]=[CH:31][C:30]=1[O:35][CH3:36])[C:8]1[CH:9]=[CH:10][C:11]([NH:14][C:15]([C:17]2([C:20]3[CH:28]=[CH:27][C:23]4[O:24][CH2:25][O:26][C:22]=4[CH:21]=3)[CH2:19][CH2:18]2)=[O:16])=[N:12][CH:13]=1.CCN(C(C)C)C(C)C. Product: [CH3:1][S:2]([O:6][CH:7]([C:8]1[CH:13]=[N:12][C:11]([NH:14][C:15]([C:17]2([C:20]3[CH:28]=[CH:27][C:23]4[O:24][CH2:25][O:26][C:22]=4[CH:21]=3)[CH2:19][CH2:18]2)=[O:16])=[CH:10][CH:9]=1)[C:29]1[CH:34]=[CH:33][CH:32]=[CH:31][C:30]=1[O:35][CH3:36])(=[O:4])=[O:3]. The catalyst class is: 4. (5) Reactant: [CH2:1]([N:3]1[CH2:7][CH2:6][N:5]=[C:4]1[CH3:8])[CH3:2].[C:9](=[O:14])([O:12]C)[O:10][CH3:11]. Product: [CH3:11][O:10][C:9](=[O:12])[O-:14].[CH2:1]([NH+:3]1[CH2:7][CH2:6][N:5]([CH3:9])[CH:4]1[CH3:8])[CH3:2]. The catalyst class is: 5. (6) Reactant: C([O:5][C:6](=[O:39])[CH2:7][CH2:8][N:9]1[CH2:14][CH2:13][CH:12]([C:15]2[CH:20]=[CH:19][C:18]([O:21][CH2:22][C:23]3[CH:28]=[CH:27][C:26]([CH:29]4[CH2:34][CH2:33][CH2:32][CH2:31][CH2:30]4)=[C:25]([C:35]([F:38])([F:37])[F:36])[CH:24]=3)=[CH:17][CH:16]=2)[CH2:11][CH2:10]1)(C)(C)C.C(O)(C(F)(F)F)=O. Product: [CH:29]1([C:26]2[CH:27]=[CH:28][C:23]([CH2:22][O:21][C:18]3[CH:19]=[CH:20][C:15]([CH:12]4[CH2:11][CH2:10][N:9]([CH2:8][CH2:7][C:6]([OH:39])=[O:5])[CH2:14][CH2:13]4)=[CH:16][CH:17]=3)=[CH:24][C:25]=2[C:35]([F:38])([F:36])[F:37])[CH2:34][CH2:33][CH2:32][CH2:31][CH2:30]1. The catalyst class is: 2. (7) Reactant: [CH2:1]([N:8]1[CH:12]([CH3:13])[CH2:11][CH:10]([CH2:14][OH:15])[CH2:9]1)[C:2]1[CH:7]=[CH:6][CH:5]=[CH:4][CH:3]=1.C(N(CC)CC)C.[S:23](Cl)([C:26]1[CH:32]=[CH:31][C:29]([CH3:30])=[CH:28][CH:27]=1)(=[O:25])=[O:24].C(OCC)(=O)C.CCCCCC. Product: [CH3:30][C:29]1[CH:31]=[CH:32][C:26]([S:23]([O:15][CH2:14][CH:10]2[CH2:11][CH:12]([CH3:13])[N:8]([CH2:1][C:2]3[CH:7]=[CH:6][CH:5]=[CH:4][CH:3]=3)[CH2:9]2)(=[O:25])=[O:24])=[CH:27][CH:28]=1. The catalyst class is: 4. (8) Reactant: [C:1]([O:5][C:6]([N:8]1[CH2:13][CH2:12][N:11]([C:14]2[CH:15]=[C:16](C3C=CC(Cl)=C(Cl)C=3)[C:17]([C:23]([F:26])([F:25])[F:24])=[CH:18][C:19]=2[N+:20]([O-])=O)[CH2:10][CH2:9]1)=[O:7])([CH3:4])([CH3:3])[CH3:2].[I:35][C:36]1[CH:41]=[CH:40][C:39]([S:42](Cl)(=[O:44])=[O:43])=[CH:38][CH:37]=1. Product: [C:1]([O:5][C:6]([N:8]1[CH2:9][CH2:10][N:11]([C:14]2[CH:15]=[CH:16][C:17]([C:23]([F:24])([F:25])[F:26])=[CH:18][C:19]=2[NH:20][S:42]([C:39]2[CH:40]=[CH:41][C:36]([I:35])=[CH:37][CH:38]=2)(=[O:44])=[O:43])[CH2:12][CH2:13]1)=[O:7])([CH3:2])([CH3:4])[CH3:3]. The catalyst class is: 300. (9) Reactant: [CH3:1]C(C)([O-])C.[K+].[C:7]([O-:10])(=[O:9])[CH3:8].[C:11]([O:15][C:16](=[O:27])[NH:17][CH2:18][C:19]1[CH:24]=[CH:23][CH:22]=[C:21]([CH:25]=O)[CH:20]=1)([CH3:14])([CH3:13])[CH3:12]. Product: [CH3:1][O:9][C:7](=[O:10])[CH:8]=[CH:25][C:21]1[CH:22]=[CH:23][CH:24]=[C:19]([CH2:18][NH:17][C:16]([O:15][C:11]([CH3:14])([CH3:13])[CH3:12])=[O:27])[CH:20]=1. The catalyst class is: 1. (10) Reactant: C(N(CC)CC)C.[C:8](OC(=O)C)(=[O:10])[CH3:9].[NH2:15][C:16]1([CH2:21][C:22]([OH:24])=[O:23])[CH2:20][CH2:19][CH2:18][CH2:17]1.CCOC(C)=O. Product: [C:8]([NH:15][C:16]1([CH2:21][C:22]([OH:24])=[O:23])[CH2:20][CH2:19][CH2:18][CH2:17]1)(=[O:10])[CH3:9]. The catalyst class is: 251.